This data is from Full USPTO retrosynthesis dataset with 1.9M reactions from patents (1976-2016). The task is: Predict the reactants needed to synthesize the given product. Given the product [F:17][C:16]([F:19])([F:18])[C:13]1[CH:14]=[CH:15][C:10]([CH:4]2[CH2:3][CH2:1][NH:2][C:5]2=[O:6])=[CH:11][CH:12]=1, predict the reactants needed to synthesize it. The reactants are: [C:1]([CH2:3][CH:4]([C:10]1[CH:15]=[CH:14][C:13]([C:16]([F:19])([F:18])[F:17])=[CH:12][CH:11]=1)[C:5](OCC)=[O:6])#[N:2].N.